Dataset: Merck oncology drug combination screen with 23,052 pairs across 39 cell lines. Task: Regression. Given two drug SMILES strings and cell line genomic features, predict the synergy score measuring deviation from expected non-interaction effect. (1) Drug 1: CCC1=CC2CN(C1)Cc1c([nH]c3ccccc13)C(C(=O)OC)(c1cc3c(cc1OC)N(C)C1C(O)(C(=O)OC)C(OC(C)=O)C4(CC)C=CCN5CCC31C54)C2. Drug 2: CC1(c2nc3c(C(N)=O)cccc3[nH]2)CCCN1. Cell line: SKMES1. Synergy scores: synergy=19.4. (2) Drug 1: Cc1nc(Nc2ncc(C(=O)Nc3c(C)cccc3Cl)s2)cc(N2CCN(CCO)CC2)n1. Drug 2: CCc1c2c(nc3ccc(O)cc13)-c1cc3c(c(=O)n1C2)COC(=O)C3(O)CC. Cell line: A375. Synergy scores: synergy=29.8. (3) Drug 1: CCN(CC)CCNC(=O)c1c(C)[nH]c(C=C2C(=O)Nc3ccc(F)cc32)c1C. Drug 2: CCc1cnn2c(NCc3ccc[n+]([O-])c3)cc(N3CCCCC3CCO)nc12. Cell line: HCT116. Synergy scores: synergy=-1.62.